Task: Predict the reactants needed to synthesize the given product.. Dataset: Full USPTO retrosynthesis dataset with 1.9M reactions from patents (1976-2016) Given the product [F:36][C:37]1[CH:42]=[CH:41][C:40]([C:43]2[CH:44]=[C:45]([C:59]([OH:61])=[O:60])[C:46]3[C:51]([C:2]4[CH:7]=[CH:6][CH:5]=[CH:4][CH:3]=4)=[N:50][N:49]([CH:53]4[CH2:58][CH2:57][CH2:56][CH2:55][O:54]4)[C:47]=3[N:48]=2)=[CH:39][C:38]=1[C:62]([O:64][CH3:65])=[O:63], predict the reactants needed to synthesize it. The reactants are: O.[CH:2]1(P([CH:2]2[CH2:7][CH2:6][CH2:5][CH2:4][CH2:3]2)C2C=CC=CC=2C2C(OC)=CC=C(S([O-])(=O)=O)C=2OC)[CH2:7][CH2:6][CH2:5][CH2:4][CH2:3]1.[Na+].[F:36][C:37]1[CH:42]=[CH:41][C:40]([C:43]2[CH:44]=[C:45]([C:59]([OH:61])=[O:60])[C:46]3[C:51](I)=[N:50][N:49]([CH:53]4[CH2:58][CH2:57][CH2:56][CH2:55][O:54]4)[C:47]=3[N:48]=2)=[CH:39][C:38]=1[C:62]([O:64][CH3:65])=[O:63].C([Sn](CCCC)(CCCC)C1C=CC=CC=1)CCC.